Dataset: Full USPTO retrosynthesis dataset with 1.9M reactions from patents (1976-2016). Task: Predict the reactants needed to synthesize the given product. (1) Given the product [C:1]1([C:7]2[CH2:13][CH2:12][CH2:11][C:10]3[CH:14]=[CH:15][CH:16]=[CH:17][C:9]=3[C:8]=2[C:18]2[CH:23]=[CH:22][C:21]([CH:24]=[CH:25][C:26]([NH:28][S:29]([CH2:32][CH2:33][CH2:34][N:36]3[CH2:41][CH2:40][CH2:39][CH2:38][CH2:37]3)(=[O:31])=[O:30])=[O:27])=[CH:20][CH:19]=2)[CH:6]=[CH:5][CH:4]=[CH:3][CH:2]=1, predict the reactants needed to synthesize it. The reactants are: [C:1]1([C:7]2[CH2:13][CH2:12][CH2:11][C:10]3[CH:14]=[CH:15][CH:16]=[CH:17][C:9]=3[C:8]=2[C:18]2[CH:23]=[CH:22][C:21]([CH:24]=[CH:25][C:26]([NH:28][S:29]([CH2:32][CH2:33][CH2:34]Cl)(=[O:31])=[O:30])=[O:27])=[CH:20][CH:19]=2)[CH:6]=[CH:5][CH:4]=[CH:3][CH:2]=1.[NH:36]1[CH2:41][CH2:40][CH2:39][CH2:38][CH2:37]1. (2) Given the product [F:25][C:26]1[CH:31]=[C:30]([F:32])[CH:29]=[CH:28][C:27]=1[O:33][C:2]1[C:3]([C:12]([NH:14][C:15]2[CH:20]=[CH:19][CH:18]=[C:17]([S:21](=[O:24])(=[O:23])[NH2:22])[CH:16]=2)=[O:13])=[N:4][C:5]2[C:10]([N:11]=1)=[CH:9][CH:8]=[CH:7][CH:6]=2, predict the reactants needed to synthesize it. The reactants are: Cl[C:2]1[C:3]([C:12]([NH:14][C:15]2[CH:20]=[CH:19][CH:18]=[C:17]([S:21](=[O:24])(=[O:23])[NH2:22])[CH:16]=2)=[O:13])=[N:4][C:5]2[C:10]([N:11]=1)=[CH:9][CH:8]=[CH:7][CH:6]=2.[F:25][C:26]1[CH:31]=[C:30]([F:32])[CH:29]=[CH:28][C:27]=1[OH:33].C(=O)([O-])[O-].[Cs+].[Cs+].